Dataset: Full USPTO retrosynthesis dataset with 1.9M reactions from patents (1976-2016). Task: Predict the reactants needed to synthesize the given product. (1) Given the product [C:1]([N:4]1[CH2:5][CH2:6][CH:7]([N:10]([CH:22]2[CH2:23][CH2:24][CH2:25][CH2:26][CH2:27]2)[C:11]([NH:13][C:14]2[S:15][C:16]([S:19][CH2:37][CH2:38][N:39]3[CH2:44][CH2:43][CH2:42][CH2:41][CH2:40]3)=[CH:17][N:18]=2)=[O:12])[CH2:8][CH2:9]1)(=[O:3])[CH3:2], predict the reactants needed to synthesize it. The reactants are: [C:1]([N:4]1[CH2:9][CH2:8][CH:7]([N:10]([CH:22]2[CH2:27][CH2:26][CH2:25][CH2:24][CH2:23]2)[C:11]([NH:13][C:14]2[S:15][C:16]([S:19]C#N)=[CH:17][N:18]=2)=[O:12])[CH2:6][CH2:5]1)(=[O:3])[CH3:2].SC[C@@H]([C@@H](CS)O)O.Cl[CH2:37][CH2:38][N:39]1[CH2:44][CH2:43][CH2:42][CH2:41][CH2:40]1. (2) Given the product [OH:16][CH2:15][C:12]1[N:13]=[CH:14][C:9]([NH:8][C:6](=[O:7])[O:5][C:1]([CH3:3])([CH3:2])[CH3:4])=[CH:10][CH:11]=1, predict the reactants needed to synthesize it. The reactants are: [C:1]([O:5][C:6]([NH:8][C:9]1[CH:10]=[CH:11][C:12]([C:15](OCC)=[O:16])=[N:13][CH:14]=1)=[O:7])([CH3:4])([CH3:3])[CH3:2].[H-].[H-].[H-].[H-].[Li+].[Al+3].O.[OH-].[Na+].